From a dataset of Forward reaction prediction with 1.9M reactions from USPTO patents (1976-2016). Predict the product of the given reaction. (1) Given the reactants I[C:2]1[CH:7]=[C:6]([N:8]([CH3:10])[CH3:9])[CH:5]=[CH:4][N:3]=1.[F:11][C:12]1[CH:17]=[C:16]([F:18])[CH:15]=[CH:14][C:13]=1B(O)O.C([O-])([O-])=O.[K+].[K+], predict the reaction product. The product is: [F:11][C:12]1[CH:17]=[C:16]([F:18])[CH:15]=[CH:14][C:13]=1[C:2]1[CH:7]=[C:6]([N:8]([CH3:10])[CH3:9])[CH:5]=[CH:4][N:3]=1. (2) The product is: [CH3:1][O:2][C:3]1[CH:4]=[CH:5][C:6]([CH2:7][N:8]2[C:12]3=[N:13][CH:14]=[CH:15][C:16]([N:17]([CH2:18][CH2:19][N:20]4[CH2:25][CH2:24][O:23][CH2:22][CH2:21]4)[C:26]4[CH:31]=[CH:30][C:29]([NH2:32])=[CH:28][C:27]=4[F:35])=[C:11]3[CH:10]=[N:9]2)=[CH:36][CH:37]=1. Given the reactants [CH3:1][O:2][C:3]1[CH:37]=[CH:36][C:6]([CH2:7][N:8]2[C:12]3[N:13]=[CH:14][CH:15]=[C:16]([N:17]([C:26]4[CH:31]=[CH:30][C:29]([N+:32]([O-])=O)=[CH:28][C:27]=4[F:35])[CH2:18][CH2:19][N:20]4[CH2:25][CH2:24][O:23][CH2:22][CH2:21]4)[C:11]=3[CH:10]=[N:9]2)=[CH:5][CH:4]=1, predict the reaction product. (3) Given the reactants [NH2:1][C:2]1[CH:3]=[C:4]([CH:16]=[CH:17][C:18]=1[OH:19])[C:5]([NH:7][C:8]1[CH:13]=[CH:12][C:11]([CH3:14])=[C:10]([CH3:15])[CH:9]=1)=[O:6].[CH:20]([C:22]1[C:34]([CH3:35])=[CH:33][C:25]([O:26][CH2:27][C:28]([N:30]([CH3:32])[CH3:31])=[O:29])=[CH:24][C:23]=1[CH3:36])=O, predict the reaction product. The product is: [CH3:15][C:10]1[CH:9]=[C:8]([NH:7][C:5]([C:4]2[CH:16]=[CH:17][C:18]3[O:19][C:20]([C:22]4[C:23]([CH3:36])=[CH:24][C:25]([O:26][CH2:27][C:28](=[O:29])[N:30]([CH3:31])[CH3:32])=[CH:33][C:34]=4[CH3:35])=[N:1][C:2]=3[CH:3]=2)=[O:6])[CH:13]=[CH:12][C:11]=1[CH3:14]. (4) Given the reactants [CH2:1]([O:3][C:4]([N:6]1[C:15]2[C:10](=[N:11][C:12]([O:16][CH3:17])=[CH:13][CH:14]=2)[C@@H:9]([NH:18][C:19]2[N:24]=[C:23]([CH2:25][C:26]3[CH:31]=[C:30]([C:32]([F:35])([F:34])[F:33])[CH:29]=[C:28]([C:36]([F:39])([F:38])[F:37])[CH:27]=3)[C:22]([S:40](=[O:51])(=[O:50])[N:41](C(OC(C)(C)C)=O)[CH3:42])=[CH:21][N:20]=2)[CH2:8][C@H:7]1[CH2:52][CH3:53])=[O:5])[CH3:2].Cl.[C:55]([O:58]CC)(=[O:57])C, predict the reaction product. The product is: [CH2:1]([O:3][C:4]([N:6]1[C:15]2[C:10](=[N:11][C:12]([O:16][CH3:17])=[CH:13][CH:14]=2)[C@@H:9]([NH:18][C:19]2[N:24]=[C:23]([CH2:25][C:26]3[CH:27]=[C:28]([C:36]([F:39])([F:37])[F:38])[CH:29]=[C:30]([C:32]([F:33])([F:34])[F:35])[CH:31]=3)[C:22]([S:40](=[O:50])(=[O:51])[NH:41][CH2:42][C:55]([OH:58])=[O:57])=[CH:21][N:20]=2)[CH2:8][C@H:7]1[CH2:52][CH3:53])=[O:5])[CH3:2]. (5) Given the reactants [Cl:1][C:2]1[CH:16]=[CH:15][C:5]([CH2:6][O:7][C:8]2[CH:13]=[CH:12][NH:11][C:10](=[O:14])[CH:9]=2)=[C:4]([F:17])[CH:3]=1.Br[C:19]1[CH:20]=[CH:21][C:22]2[C:26]3[CH2:27][N:28](C(OC(C)(C)C)=O)[CH2:29][CH2:30][CH2:31][C:25]=3[N:24]([CH3:39])[C:23]=2[N:40]=1.OC1C=CC=C2C=1N=CC=C2.C([O-])([O-])=O.[Cs+].[Cs+].Cl, predict the reaction product. The product is: [ClH:1].[Cl:1][C:2]1[CH:16]=[CH:15][C:5]([CH2:6][O:7][C:8]2[CH:13]=[CH:12][N:11]([C:19]3[CH:20]=[CH:21][C:22]4[C:26]5[CH2:27][NH:28][CH2:29][CH2:30][CH2:31][C:25]=5[N:24]([CH3:39])[C:23]=4[N:40]=3)[C:10](=[O:14])[CH:9]=2)=[C:4]([F:17])[CH:3]=1. (6) Given the reactants [F:1][CH:2]([N:7]1[C:15]2[CH2:14][C:13]([CH3:17])([CH3:16])[CH2:12][C:11](=[O:18])[C:10]=2[C:9]([CH2:19][C:20]2[CH:25]=[CH:24][CH:23]=[CH:22][C:21]=2[S:26]([N:29]2[CH2:33][CH2:32][CH2:31][CH2:30]2)(=[O:28])=[O:27])=[C:8]1[CH3:34])[C:3]([O:5]C)=[O:4].[OH-].[Li+].Cl, predict the reaction product. The product is: [F:1][CH:2]([N:7]1[C:15]2[CH2:14][C:13]([CH3:16])([CH3:17])[CH2:12][C:11](=[O:18])[C:10]=2[C:9]([CH2:19][C:20]2[CH:25]=[CH:24][CH:23]=[CH:22][C:21]=2[S:26]([N:29]2[CH2:33][CH2:32][CH2:31][CH2:30]2)(=[O:27])=[O:28])=[C:8]1[CH3:34])[C:3]([OH:5])=[O:4].